This data is from Peptide-MHC class I binding affinity with 185,985 pairs from IEDB/IMGT. The task is: Regression. Given a peptide amino acid sequence and an MHC pseudo amino acid sequence, predict their binding affinity value. This is MHC class I binding data. The MHC is HLA-B40:01 with pseudo-sequence HLA-B40:01. The peptide sequence is ATFSRPGSL. The binding affinity (normalized) is 0.0847.